This data is from Forward reaction prediction with 1.9M reactions from USPTO patents (1976-2016). The task is: Predict the product of the given reaction. Given the reactants [ClH:1].[CH2:2]([O:9][C:10]1[CH:15]=[CH:14][C:13]([C@@H:16]2[CH2:18][C@H:17]2[NH:19][CH2:20][CH2:21][N:22]2[CH2:27][CH2:26][N:25]([CH3:28])[CH2:24][CH2:23]2)=[CH:12][CH:11]=1)[C:3]1[CH:8]=[CH:7][CH:6]=[CH:5][CH:4]=1, predict the reaction product. The product is: [ClH:1].[CH2:2]([O:9][C:10]1[CH:11]=[CH:12][C:13]([C@@H:16]2[CH2:18][C@H:17]2[NH:19][CH2:20][CH2:21][N:22]2[CH2:27][CH2:26][N:25]([CH3:28])[CH2:24][CH2:23]2)=[CH:14][CH:15]=1)[C:3]1[CH:4]=[CH:5][CH:6]=[CH:7][CH:8]=1.